Dataset: Full USPTO retrosynthesis dataset with 1.9M reactions from patents (1976-2016). Task: Predict the reactants needed to synthesize the given product. (1) Given the product [CH3:11][O:12][C:13]1[CH:18]=[CH:17][C:16]([CH2:19][C@H:20]([C:22]2[CH:27]=[CH:26][CH:25]=[CH:24][CH:23]=2)[CH3:21])=[CH:15][CH:14]=1, predict the reactants needed to synthesize it. The reactants are: [H-].[Al+3].[Li+].[H-].[H-].[H-].[Cl-].[Al+3].[Cl-].[Cl-].[CH3:11][O:12][C:13]1[CH:18]=[CH:17][C:16]([C:19](=O)[C@H:20]([C:22]2[CH:27]=[CH:26][CH:25]=[CH:24][CH:23]=2)[CH3:21])=[CH:15][CH:14]=1.Cl. (2) The reactants are: [CH2:1]([O:8][C:9]([N:11]1[CH2:16][CH2:15][CH:14]([NH:17][C:18](NCCNC(C2N=C3C(N=CN3[C@@H]3C[C@H](NC(=O)CC)[C@@H](O)[C@H]3O)=C(NCC(C3C=CC=CC=3)C3C=CC=CC=3)N=2)=O)=[O:19])[CH2:13][CH2:12]1)=[O:10])[C:2]1[CH:7]=[CH:6][CH:5]=[CH:4][CH:3]=1.[F:62][C:63]([F:68])([F:67])[C:64]([OH:66])=[O:65].[C:69]1([CH:75]([C:113]2[CH:118]=[CH:117][CH:116]=[CH:115][CH:114]=2)[CH2:76][NH:77][C:78]2[N:86]=[C:85]([N:87]3[CH2:91][CH2:90][C@@H:89]([NH:92][C:93]([NH:95][C@@H:96]4[CH2:100][CH2:99][NH:98][CH2:97]4)=[O:94])[CH2:88]3)[N:84]=[C:83]3[C:79]=2[N:80]=[CH:81][N:82]3[C@@H:101]2[CH2:105][C@H:104]([NH:106][C:107](=[O:110])[CH2:108][CH3:109])[C@@H:103]([OH:111])[C@H:102]2[OH:112])[CH:74]=[CH:73][CH:72]=[CH:71][CH:70]=1. Given the product [F:62][C:63]([F:68])([F:67])[C:64]([OH:66])=[O:65].[CH2:1]([O:8][C:9]([N:11]1[CH2:16][CH2:15][CH:14]([NH:17][C:18]([N:98]2[CH2:99][CH2:100][C@@H:96]([NH:95][C:93]([NH:92][C@@H:89]3[CH2:90][CH2:91][N:87]([C:85]4[N:84]=[C:83]5[C:79]([N:80]=[CH:81][N:82]5[C@@H:101]5[CH2:105][C@H:104]([NH:106][C:107](=[O:110])[CH2:108][CH3:109])[C@@H:103]([OH:111])[C@H:102]5[OH:112])=[C:78]([NH:77][CH2:76][CH:75]([C:113]5[CH:114]=[CH:115][CH:116]=[CH:117][CH:118]=5)[C:69]5[CH:74]=[CH:73][CH:72]=[CH:71][CH:70]=5)[N:86]=4)[CH2:88]3)=[O:94])[CH2:97]2)=[O:19])[CH2:13][CH2:12]1)=[O:10])[C:2]1[CH:7]=[CH:6][CH:5]=[CH:4][CH:3]=1, predict the reactants needed to synthesize it.